Dataset: Forward reaction prediction with 1.9M reactions from USPTO patents (1976-2016). Task: Predict the product of the given reaction. (1) Given the reactants [F:1][C:2]1[CH:3]=[C:4]([CH:8]=[CH:9][C:10]=1[OH:11])[C:5]([OH:7])=[O:6].S(Cl)(Cl)=O.[CH2:16](O)[CH3:17], predict the reaction product. The product is: [F:1][C:2]1[CH:3]=[C:4]([CH:8]=[CH:9][C:10]=1[OH:11])[C:5]([O:7][CH2:16][CH3:17])=[O:6]. (2) The product is: [Cl:23][C:17]1[CH:18]=[CH:19][CH:20]=[C:21]([Cl:22])[C:16]=1[S:15][C:3]1[CH:4]=[C:5]([NH:8][C:9]2[S:10][CH:11]=[C:12]([CH3:14])[N:13]=2)[N:6]=[CH:7][C:2]=1[OH:26]. Given the reactants Br[C:2]1[C:3]([S:15][C:16]2[C:21]([Cl:22])=[CH:20][CH:19]=[CH:18][C:17]=2[Cl:23])=[CH:4][C:5]([NH:8][C:9]2[S:10][CH:11]=[C:12]([CH3:14])[N:13]=2)=[N:6][CH:7]=1.CC1(C)C(C)(C)OB(B2OC(C)(C)C(C)(C)O2)[O:26]1.C1(P(C2CCCC2)C2CCCC2)CCCC1.[F-].[Cs+], predict the reaction product.